From a dataset of NCI-60 drug combinations with 297,098 pairs across 59 cell lines. Regression. Given two drug SMILES strings and cell line genomic features, predict the synergy score measuring deviation from expected non-interaction effect. (1) Drug 2: C1=NC2=C(N1)C(=S)N=C(N2)N. Drug 1: C1=CC(=CC=C1CCCC(=O)O)N(CCCl)CCCl. Cell line: NCI-H322M. Synergy scores: CSS=10.4, Synergy_ZIP=0.226, Synergy_Bliss=0.889, Synergy_Loewe=-26.7, Synergy_HSA=-3.75. (2) Drug 1: CC1C(C(=O)NC(C(=O)N2CCCC2C(=O)N(CC(=O)N(C(C(=O)O1)C(C)C)C)C)C(C)C)NC(=O)C3=C4C(=C(C=C3)C)OC5=C(C(=O)C(=C(C5=N4)C(=O)NC6C(OC(=O)C(N(C(=O)CN(C(=O)C7CCCN7C(=O)C(NC6=O)C(C)C)C)C)C(C)C)C)N)C. Drug 2: C(CN)CNCCSP(=O)(O)O. Cell line: OVCAR3. Synergy scores: CSS=56.4, Synergy_ZIP=4.99, Synergy_Bliss=5.53, Synergy_Loewe=-29.2, Synergy_HSA=6.18. (3) Drug 1: CC1C(C(CC(O1)OC2CC(CC3=C2C(=C4C(=C3O)C(=O)C5=C(C4=O)C(=CC=C5)OC)O)(C(=O)C)O)N)O.Cl. Drug 2: CCCCC(=O)OCC(=O)C1(CC(C2=C(C1)C(=C3C(=C2O)C(=O)C4=C(C3=O)C=CC=C4OC)O)OC5CC(C(C(O5)C)O)NC(=O)C(F)(F)F)O. Cell line: EKVX. Synergy scores: CSS=3.87, Synergy_ZIP=-1.71, Synergy_Bliss=-1.91, Synergy_Loewe=-1.36, Synergy_HSA=-0.792. (4) Drug 1: C1CCN(CC1)CCOC2=CC=C(C=C2)C(=O)C3=C(SC4=C3C=CC(=C4)O)C5=CC=C(C=C5)O. Drug 2: CCC1(CC2CC(C3=C(CCN(C2)C1)C4=CC=CC=C4N3)(C5=C(C=C6C(=C5)C78CCN9C7C(C=CC9)(C(C(C8N6C=O)(C(=O)OC)O)OC(=O)C)CC)OC)C(=O)OC)O.OS(=O)(=O)O. Cell line: COLO 205. Synergy scores: CSS=56.1, Synergy_ZIP=5.15, Synergy_Bliss=7.00, Synergy_Loewe=-43.6, Synergy_HSA=1.59. (5) Drug 1: C1CCN(CC1)CCOC2=CC=C(C=C2)C(=O)C3=C(SC4=C3C=CC(=C4)O)C5=CC=C(C=C5)O. Drug 2: CN(C(=O)NC(C=O)C(C(C(CO)O)O)O)N=O. Cell line: HOP-62. Synergy scores: CSS=-8.00, Synergy_ZIP=5.89, Synergy_Bliss=3.77, Synergy_Loewe=-4.83, Synergy_HSA=-4.95. (6) Drug 1: CC1=C2C(C(=O)C3(C(CC4C(C3C(C(C2(C)C)(CC1OC(=O)C(C(C5=CC=CC=C5)NC(=O)OC(C)(C)C)O)O)OC(=O)C6=CC=CC=C6)(CO4)OC(=O)C)O)C)O. Drug 2: CCC1(C2=C(COC1=O)C(=O)N3CC4=CC5=C(C=CC(=C5CN(C)C)O)N=C4C3=C2)O.Cl. Cell line: KM12. Synergy scores: CSS=40.0, Synergy_ZIP=-13.9, Synergy_Bliss=-14.7, Synergy_Loewe=-8.17, Synergy_HSA=-6.64.